From a dataset of Full USPTO retrosynthesis dataset with 1.9M reactions from patents (1976-2016). Predict the reactants needed to synthesize the given product. (1) Given the product [Br:1][C:2]1[C:18]([F:19])=[CH:17][C:5]([C:6]2[NH:8][C:9]3[CH:13]=[CH:12][S:11][C:10]=3[C:14](=[O:15])[N:16]=2)=[C:4]([F:20])[CH:3]=1, predict the reactants needed to synthesize it. The reactants are: [Br:1][C:2]1[C:18]([F:19])=[CH:17][C:5]([C:6]([NH:8][C:9]2[CH:13]=[CH:12][S:11][C:10]=2[C:14]([NH2:16])=[O:15])=O)=[C:4]([F:20])[CH:3]=1.[OH-].[Na+]. (2) The reactants are: C[O:2][C:3](=[O:36])[CH2:4][N:5]1[CH2:10][CH2:9][N:8]([CH:11]([C:29]2[CH:34]=[CH:33][CH:32]=[CH:31][C:30]=2[NH2:35])[CH2:12][O:13][CH2:14][C:15]2[CH:20]=[C:19]([C:21]([F:24])([F:23])[F:22])[CH:18]=[C:17]([C:25]([F:28])([F:27])[F:26])[CH:16]=2)[CH2:7][CH2:6]1.[OH-].[K+]. Given the product [NH2:35][C:30]1[CH:31]=[CH:32][CH:33]=[CH:34][C:29]=1[CH:11]([N:8]1[CH2:7][CH2:6][N:5]([CH2:4][C:3]([OH:36])=[O:2])[CH2:10][CH2:9]1)[CH2:12][O:13][CH2:14][C:15]1[CH:20]=[C:19]([C:21]([F:22])([F:23])[F:24])[CH:18]=[C:17]([C:25]([F:26])([F:27])[F:28])[CH:16]=1, predict the reactants needed to synthesize it. (3) Given the product [CH:18]1([C:16]([NH:15][C:13]2[N:14]=[C:9]3[CH:8]=[CH:7][C:6]([O:5][C:4]4[CH:21]=[CH:22][C:23]([F:24])=[C:2]([NH:1][C:31]([C:30]5[N:26]([CH3:25])[N:27]=[CH:28][C:29]=5[CH3:34])=[O:32])[CH:3]=4)=[N:11][N:10]3[CH:12]=2)=[O:17])[CH2:20][CH2:19]1, predict the reactants needed to synthesize it. The reactants are: [NH2:1][C:2]1[CH:3]=[C:4]([CH:21]=[CH:22][C:23]=1[F:24])[O:5][C:6]1[CH:7]=[CH:8][C:9]2[N:10]([CH:12]=[C:13]([NH:15][C:16]([CH:18]3[CH2:20][CH2:19]3)=[O:17])[N:14]=2)[N:11]=1.[CH3:25][N:26]1[C:30]([C:31](O)=[O:32])=[C:29]([CH3:34])[CH:28]=[N:27]1.O1CCCC1.S(Cl)(Cl)=O. (4) Given the product [CH2:1]([O:5][CH2:6][CH2:7][O:8][C:9]1[CH:10]=[CH:11][C:12]([C:15]2[CH:16]=[CH:17][C:18]3[N:25]([CH2:26][CH:27]([CH3:28])[CH3:29])[CH2:24][CH2:23][CH2:22][C:21]([C:30]([NH:25][C:18]4[CH:19]=[CH:33][C:15]([CH2:37][N:35]([CH3:34])[CH:36]5[CH2:7][CH2:6][O:5][CH2:1][CH2:2]5)=[CH:16][CH:17]=4)=[O:31])=[CH:20][C:19]=3[CH:33]=2)=[CH:13][CH:14]=1)[CH2:2][CH2:3][CH3:4], predict the reactants needed to synthesize it. The reactants are: [CH2:1]([O:5][CH2:6][CH2:7][O:8][C:9]1[CH:14]=[CH:13][C:12]([C:15]2[CH:16]=[CH:17][C:18]3[N:25]([CH2:26][CH:27]([CH3:29])[CH3:28])[CH2:24][CH2:23][CH2:22][C:21]([C:30](O)=[O:31])=[CH:20][C:19]=3[CH:33]=2)=[CH:11][CH:10]=1)[CH2:2][CH2:3][CH3:4].[CH3:34][N:35]([CH:37]=O)[CH3:36].S(Cl)(Cl)=O. (5) The reactants are: C([C@@H]1COC(=O)N1[C:14]([C@H:16]1[C:18]2([CH2:23][CH2:22][O:21][CH2:20][CH2:19]2)[CH2:17]1)=[O:15])C1C=CC=CC=1.[OH-].[Li+].OO.S([O-])([O-])(=[O:30])=S.[Na+].[Na+]. Given the product [C@H:16]1([C:14]([OH:15])=[O:30])[C:18]2([CH2:23][CH2:22][O:21][CH2:20][CH2:19]2)[CH2:17]1, predict the reactants needed to synthesize it. (6) Given the product [Br:29][C:30]1[C:31]([C:40]([F:41])([F:42])[F:43])=[CH:32][C:33]([N+:37]([O-:39])=[O:38])=[C:34]([NH:19][CH:16]2[CH2:15][CH2:14][N:13]([C@H:10]3[CH2:9][CH2:8][C@H:7]([O:6][CH2:3][CH2:4][CH3:5])[CH2:12][CH2:11]3)[CH2:18][CH2:17]2)[CH:35]=1, predict the reactants needed to synthesize it. The reactants are: Cl.Cl.[CH2:3]([O:6][C@H:7]1[CH2:12][CH2:11][C@H:10]([N:13]2[CH2:18][CH2:17][CH:16]([NH2:19])[CH2:15][CH2:14]2)[CH2:9][CH2:8]1)[CH2:4][CH3:5].C(N(C(C)C)CC)(C)C.[Br:29][C:30]1[CH:35]=[C:34](F)[C:33]([N+:37]([O-:39])=[O:38])=[CH:32][C:31]=1[C:40]([F:43])([F:42])[F:41]. (7) Given the product [F:10][C:7]1[CH:8]=[CH:9][C:2]([S:20][CH3:15])=[C:3]([CH:6]=1)[CH2:4][NH:5][C:49](=[O:50])[C:48]1[CH:52]=[CH:53][CH:54]=[C:46]([C:45]([F:56])([F:55])[F:44])[CH:47]=1, predict the reactants needed to synthesize it. The reactants are: F[C:2]1[CH:9]=[CH:8][C:7]([F:10])=[CH:6][C:3]=1[C:4]#[N:5].ClC1C=C[C:15]([S:20]CC)=C(C=1)C#N.ClC1C=CC(SCC)=C(C=1)CN.C[S-].[Na+].C(=O)([O-])[O-].[K+].[K+].[F:44][C:45]([F:56])([F:55])[C:46]1[CH:47]=[C:48]([CH:52]=[CH:53][CH:54]=1)[C:49](O)=[O:50].